The task is: Predict the reactants needed to synthesize the given product.. This data is from Full USPTO retrosynthesis dataset with 1.9M reactions from patents (1976-2016). (1) Given the product [OH:17][CH2:16][CH2:15][CH:12]1[C:13]2[CH:14]=[C:5]([NH:4][C:1](=[O:3])[CH3:2])[CH:6]=[CH:7][C:8]=2[CH2:9][CH2:10][CH2:11]1, predict the reactants needed to synthesize it. The reactants are: [C:1]([NH:4][C:5]1[CH:14]=[C:13]2[C:8]([CH2:9][CH2:10][CH2:11][CH:12]2[CH2:15][C:16](OCC)=[O:17])=[CH:7][CH:6]=1)(=[O:3])[CH3:2].[BH4-].[Li+]. (2) Given the product [Br:18][C:19]1[CH:26]=[C:23](/[CH:24]=[CH:6]/[C:5]2[CH:4]=[C:3]([CH:17]=[CH:16][CH:15]=2)[C:1]#[N:2])[CH:22]=[N:21][CH:20]=1, predict the reactants needed to synthesize it. The reactants are: [C:1]([C:3]1[CH:4]=[C:5]([CH:15]=[CH:16][CH:17]=1)[CH2:6]P(=O)(OCC)OCC)#[N:2].[Br:18][C:19]1[CH:20]=[N:21][CH:22]=[C:23]([CH:26]=1)[CH:24]=O.CC(C)([O-])C.[K+]. (3) Given the product [CH3:16][C:17]1([CH3:33])[C:21]([CH3:23])([CH3:22])[O:20][B:19]([C:2]2[CH:11]=[CH:10][C:5]([O:6][CH2:7][CH2:8][OH:9])=[C:4]([C:12]([F:15])([F:14])[F:13])[CH:3]=2)[O:18]1, predict the reactants needed to synthesize it. The reactants are: Br[C:2]1[CH:11]=[CH:10][C:5]([O:6][CH2:7][CH2:8][OH:9])=[C:4]([C:12]([F:15])([F:14])[F:13])[CH:3]=1.[CH3:16][C:17]1([CH3:33])[C:21]([CH3:23])([CH3:22])[O:20][B:19]([B:19]2[O:20][C:21]([CH3:23])([CH3:22])[C:17]([CH3:33])([CH3:16])[O:18]2)[O:18]1.C([O-])(=O)C.[K+]. (4) Given the product [CH2:20]([N:27]1[CH2:31][CH2:30][C:29]([C:10]2[CH:11]=[CH:12][CH:13]=[CH:14][C:9]=2[S:6]([NH:5][C:1]([CH3:4])([CH3:2])[CH3:3])(=[O:8])=[O:7])([OH:32])[CH2:28]1)[C:21]1[CH:22]=[CH:23][CH:24]=[CH:25][CH:26]=1, predict the reactants needed to synthesize it. The reactants are: [C:1]([NH:5][S:6]([C:9]1[CH:14]=[CH:13][CH:12]=[CH:11][CH:10]=1)(=[O:8])=[O:7])([CH3:4])([CH3:3])[CH3:2].C([Li])(C)(C)C.[CH2:20]([N:27]1[CH2:31][CH2:30][C:29](=[O:32])[CH2:28]1)[C:21]1[CH:26]=[CH:25][CH:24]=[CH:23][CH:22]=1. (5) The reactants are: Br[C:2]1[CH:7]=[CH:6][N:5]=[C:4]2[N:8]([S:23]([C:26]3[CH:31]=[CH:30][CH:29]=[CH:28][CH:27]=3)(=[O:25])=[O:24])[C:9]([C:11]3[CH:12]=[N:13][C:14]([N:17]4[CH2:22][CH2:21][O:20][CH2:19][CH2:18]4)=[CH:15][CH:16]=3)=[CH:10][C:3]=12.Br[C:33]1[C:34]([C:40]2[CH:45]=[CH:44][C:43]([NH:46][C:47](=[O:51])[N:48]([CH3:50])[CH3:49])=[CH:42][CH:41]=2)=[N:35][N:36]([CH2:38][CH3:39])[CH:37]=1. Given the product [CH2:38]([N:36]1[CH:37]=[C:33]([C:2]2[CH:7]=[CH:6][N:5]=[C:4]3[N:8]([S:23]([C:26]4[CH:27]=[CH:28][CH:29]=[CH:30][CH:31]=4)(=[O:24])=[O:25])[C:9]([C:11]4[CH:12]=[N:13][C:14]([N:17]5[CH2:22][CH2:21][O:20][CH2:19][CH2:18]5)=[CH:15][CH:16]=4)=[CH:10][C:3]=23)[C:34]([C:40]2[CH:45]=[CH:44][C:43]([NH:46][C:47](=[O:51])[N:48]([CH3:50])[CH3:49])=[CH:42][CH:41]=2)=[N:35]1)[CH3:39], predict the reactants needed to synthesize it. (6) Given the product [NH2:10][C:5]1[C:4]([F:18])=[C:3]([CH:8]=[CH:7][C:6]=1[F:9])[C:1]#[N:2], predict the reactants needed to synthesize it. The reactants are: [C:1]([C:3]1[C:4]([F:18])=[C:5]([NH:10]C(=O)OC(C)(C)C)[C:6]([F:9])=[CH:7][CH:8]=1)#[N:2]. (7) Given the product [Br:1][C:2]1[N:3]=[N:4][C:5]([C:35]2[CH:36]=[CH:37][S:33][CH:34]=2)=[CH:6][CH:7]=1, predict the reactants needed to synthesize it. The reactants are: [Br:1][C:2]1[N:3]=[N:4][C:5](Br)=[CH:6][CH:7]=1.C(P(C(C)(C)C)C(C)(C)C)(C)(C)C.C(=O)([O-])[O-].[K+].[K+].C(O)CCO.[S:33]1[CH:37]=[CH:36][C:35](B(O)O)=[CH:34]1.[OH-].[Na+]. (8) Given the product [CH3:1][C:2]1[C:7]([CH3:8])=[CH:6][CH:5]=[CH:4][C:3]=1[CH:9]([C:11]1[N:15]([S:25]([N:24]([CH3:29])[CH3:23])(=[O:27])=[O:26])[CH:14]=[CH:13][N:12]=1)[CH3:10], predict the reactants needed to synthesize it. The reactants are: [CH3:1][C:2]1[C:7]([CH3:8])=[CH:6][CH:5]=[CH:4][C:3]=1[CH:9]([C:11]1[NH:12][CH:13]=[CH:14][N:15]=1)[CH3:10].C(N(CC)CC)C.[CH3:23][N:24]([CH3:29])[S:25](Cl)(=[O:27])=[O:26]. (9) The reactants are: Cl.[NH2:2][CH2:3][CH2:4][C:5]1[C:10]2[O:11][CH2:12][C:13](=[O:15])[NH:14][C:9]=2[C:8]([OH:16])=[CH:7][CH:6]=1.[CH:17]1([N:23]([CH2:28][CH:29]=O)[C:24](=[O:27])[CH:25]=[CH2:26])[CH2:22][CH2:21][CH2:20][CH2:19][CH2:18]1.C(=O)([O-])O.[Na+].C(O[BH-](OC(=O)C)OC(=O)C)(=O)C.[Na+].[C:50](O[C:50]([O:52][C:53]([CH3:56])([CH3:55])[CH3:54])=[O:51])([O:52][C:53]([CH3:56])([CH3:55])[CH3:54])=[O:51]. Given the product [CH:17]1([N:23]([CH2:28][CH2:29][N:2]([CH2:3][CH2:4][C:5]2[C:10]3[O:11][CH2:12][C:13](=[O:15])[NH:14][C:9]=3[C:8]([OH:16])=[CH:7][CH:6]=2)[C:50](=[O:51])[O:52][C:53]([CH3:56])([CH3:55])[CH3:54])[C:24](=[O:27])[CH:25]=[CH2:26])[CH2:18][CH2:19][CH2:20][CH2:21][CH2:22]1, predict the reactants needed to synthesize it.